From a dataset of Reaction yield outcomes from USPTO patents with 853,638 reactions. Predict the reaction yield, written as a fraction of the theoretical maximum amount of product (1.0 means a 100% yield; for example, 0.34 means a 34% yield). (1) The reactants are [Br:1][C:2]1[CH:17]=[CH:16][C:5]2[N:6]=[C:7]([C:9]3[CH:10]=[C:11]([OH:15])[CH:12]=[CH:13][CH:14]=3)[O:8][C:4]=2[CH:3]=1.I[CH:19]([CH3:21])[CH3:20].C(=O)([O-])[O-].[K+].[K+].O. The catalyst is CN(C)C=O. The product is [Br:1][C:2]1[CH:17]=[CH:16][C:5]2[N:6]=[C:7]([C:9]3[CH:14]=[CH:13][CH:12]=[C:11]([O:15][CH:19]([CH3:21])[CH3:20])[CH:10]=3)[O:8][C:4]=2[CH:3]=1. The yield is 0.770. (2) The reactants are [Br:1][C:2]1[CH:3]=[N:4][N:5]([CH3:16])[C:6]=1[C:7]1[CH:8]=[C:9]([C:13]([OH:15])=O)[S:10][C:11]=1[CH3:12].[NH2:17][C@@H:18]([CH2:31][C:32]1[CH:37]=[CH:36][CH:35]=[C:34]([F:38])[CH:33]=1)[CH2:19][N:20]1[C:28](=[O:29])[C:27]2[C:22](=[CH:23][CH:24]=[CH:25][CH:26]=2)[C:21]1=[O:30].CC(OC(N[C@H](C(O)=O)CC1C=CC=CC=1C(F)(F)F)=O)(C)C.C1CN([P+](Br)(N2CCCC2)N2CCCC2)CC1.F[P-](F)(F)(F)(F)F.CCN(C(C)C)C(C)C. The catalyst is C(Cl)(Cl)Cl. The product is [Br:1][C:2]1[CH:3]=[N:4][N:5]([CH3:16])[C:6]=1[C:7]1[CH:8]=[C:9]([C:13]([NH:17][C@@H:18]([CH2:31][C:32]2[CH:37]=[CH:36][CH:35]=[C:34]([F:38])[CH:33]=2)[CH2:19][N:20]2[C:28](=[O:29])[C:27]3[C:22](=[CH:23][CH:24]=[CH:25][CH:26]=3)[C:21]2=[O:30])=[O:15])[S:10][C:11]=1[CH3:12]. The yield is 0.460. (3) The reactants are [C:1]([NH:6][C:7]1[CH:8]=[C:9]([OH:16])[C:10](=[CH:14][CH:15]=1)[C:11]([OH:13])=[O:12])(=[O:5])[C:2]([CH3:4])=[CH2:3].O.[C:18](OC(=O)C)(=[O:20])[CH3:19]. The catalyst is S(=O)(=O)(O)O. The product is [C:18]([O:12][C:11](=[O:13])[C:10]1[C:9](=[CH:8][C:7]([NH:6][C:1](=[O:5])[C:2]([CH3:4])=[CH2:3])=[CH:15][CH:14]=1)[OH:16])(=[O:20])[CH3:19]. The yield is 1.00. (4) The reactants are [NH2:1][NH2:2].[I:3][C:4]1[C:5](/[N:15]=C(\OC)/C)=[N:6][CH:7]=[C:8]([CH:14]=1)[C:9]([O:11][CH2:12]C)=O.Cl.C([OH:23])C. No catalyst specified. The product is [NH2:15][C:5]1[N:6]=[CH:7][C:8]([C:9]2[O:11][C:12](=[O:23])[NH:2][N:1]=2)=[CH:14][C:4]=1[I:3]. The yield is 0.0760. (5) The product is [CH3:1][O:2][C:3]1[CH:4]=[C:5]([CH2:9][CH2:10][N:11]2[CH2:16][CH2:15][CH:14]([CH2:17][C:18]3[CH:23]=[C:22]([O:24][CH3:25])[CH:21]=[CH:20][C:19]=3[CH:32]([OH:34])[CH3:33])[CH2:13][CH2:12]2)[CH:6]=[CH:7][CH:8]=1. The reactants are [CH3:1][O:2][C:3]1[CH:4]=[C:5]([CH2:9][CH2:10][N:11]2[CH2:16][CH2:15][CH:14]([CH2:17][C:18]3[CH:23]=[C:22]([O:24][CH3:25])[CH:21]=[CH:20][C:19]=3Br)[CH2:13][CH2:12]2)[CH:6]=[CH:7][CH:8]=1.C([Li])CCC.[CH:32](=[O:34])[CH3:33].C(=O)([O-])O.[Na+]. The catalyst is O1CCCC1.CCCCCC. The yield is 0.840. (6) The reactants are [CH3:1][C:2]1[CH:7]=[CH:6][CH:5]=[CH:4][C:3]=1[OH:8].[H-].[Na+].[C:11]([O:15][C:16]([N:18]1[CH2:23][CH2:22][C:21]([CH3:30])([CH2:24]OS(C)(=O)=O)[CH2:20][CH2:19]1)=[O:17])([CH3:14])([CH3:13])[CH3:12].O. The catalyst is CN(C)C=O.[I-].C([N+](CCCC)(CCCC)CCCC)CCC.C(OCC)(=O)C. The product is [C:11]([O:15][C:16]([N:18]1[CH2:23][CH2:22][C:21]([CH3:30])([CH2:24][O:8][C:3]2[CH:4]=[CH:5][CH:6]=[CH:7][C:2]=2[CH3:1])[CH2:20][CH2:19]1)=[O:17])([CH3:14])([CH3:12])[CH3:13]. The yield is 0.780. (7) The reactants are [CH3:1][O:2][C:3]1[CH:4]=[C:5]([CH:9]=[CH:10][CH:11]=1)[C:6]([OH:8])=O.[NH:12]1[CH2:16][CH2:15][CH2:14][CH2:13]1.CN(C(ON1N=NC2C=CC=NC1=2)=[N+](C)C)C.F[P-](F)(F)(F)(F)F.CCN(C(C)C)C(C)C. The catalyst is CN(C=O)C.O. The product is [CH3:1][O:2][C:3]1[CH:4]=[C:5]([C:6]([N:12]2[CH2:16][CH2:15][CH2:14][CH2:13]2)=[O:8])[CH:9]=[CH:10][CH:11]=1. The yield is 1.00.